Predict the reactants needed to synthesize the given product. From a dataset of Full USPTO retrosynthesis dataset with 1.9M reactions from patents (1976-2016). (1) Given the product [CH3:1][O:2][C:3]([C:4]1[CH:9]=[CH:8][C:7]2[N:10]([CH3:28])[C:11]([NH:14][C:15]3[S:16][C:17]4[CH:23]=[C:22]([C:24]([F:27])([F:25])[F:26])[CH:21]=[CH:20][C:18]=4[N:19]=3)=[N:12][C:6]=2[CH:5]=1)=[O:13], predict the reactants needed to synthesize it. The reactants are: [CH3:1][O:2][C:3](=[O:13])[C:4]1[CH:9]=[CH:8][C:7]([NH:10][CH3:11])=[C:6]([NH2:12])[CH:5]=1.[NH2:14][C:15]1[S:16][C:17]2[CH:23]=[C:22]([C:24]([F:27])([F:26])[F:25])[CH:21]=[CH:20][C:18]=2[N:19]=1.[C:28](N1C=CN=C1)(N1C=CN=C1)=S. (2) Given the product [CH3:16][N:2]([CH3:1])[CH2:3][CH2:4][CH2:5][C:6]1[C:14]2[C:9](=[CH:10][CH:11]=[C:12]([NH:15][C:20]([C:22]3[S:23][CH:24]=[CH:25][CH:26]=3)=[NH:21])[CH:13]=2)[NH:8][CH:7]=1, predict the reactants needed to synthesize it. The reactants are: [CH3:1][N:2]([CH3:16])[CH2:3][CH2:4][CH2:5][C:6]1[C:14]2[C:9](=[CH:10][CH:11]=[C:12]([NH2:15])[CH:13]=2)[NH:8][CH:7]=1.I.CS[C:20]([C:22]1[S:23][CH:24]=[CH:25][CH:26]=1)=[NH:21].N.Cl. (3) Given the product [CH3:3][C:5]1[C:13]2[C:8](=[CH:9][CH:10]=[CH:11][CH:12]=2)[NH:7][C:6]=1[C:14]([O:16][CH:17]([CH3:18])[CH3:19])=[O:15], predict the reactants needed to synthesize it. The reactants are: [BH4-].[Na+].[CH:3]([C:5]1[C:13]2[C:8](=[CH:9][CH:10]=[CH:11][CH:12]=2)[NH:7][C:6]=1[C:14]([O:16][CH2:17][CH3:18])=[O:15])=O.[CH:19](O)(C)C. (4) Given the product [C:1]([NH:4][CH2:5][C:6]([N:48]1[CH2:47][CH2:46][CH:45]([CH:43]2[O:42][N:41]=[C:40]([C:38]3[N:37]=[C:36]([CH3:51])[N:35]=[C:34]([C:32]([NH:31][CH2:30][C:29]4[CH:52]=[CH:53][C:26]([F:25])=[C:27]([O:54][CH3:55])[CH:28]=4)=[O:33])[CH:39]=3)[CH2:44]2)[CH2:50][CH2:49]1)=[O:8])(=[O:3])[CH3:2], predict the reactants needed to synthesize it. The reactants are: [C:1]([NH:4][CH2:5][C:6]([OH:8])=O)(=[O:3])[CH3:2].CN1CCOCC1.ClC(OCC(C)C)=O.Cl.[F:25][C:26]1[CH:53]=[CH:52][C:29]([CH2:30][NH:31][C:32]([C:34]2[CH:39]=[C:38]([C:40]3[CH2:44][CH:43]([CH:45]4[CH2:50][CH2:49][NH:48][CH2:47][CH2:46]4)[O:42][N:41]=3)[N:37]=[C:36]([CH3:51])[N:35]=2)=[O:33])=[CH:28][C:27]=1[O:54][CH3:55].